This data is from M1 muscarinic receptor antagonist screen with 61,756 compounds. The task is: Binary Classification. Given a drug SMILES string, predict its activity (active/inactive) in a high-throughput screening assay against a specified biological target. (1) The drug is Clc1sc(C(=O)COC(=O)CCC(=O)c2sccc2)cc1. The result is 0 (inactive). (2) The molecule is OC1C2(CN3CC1(CN(C2)C3c1ccccc1)C(C)C)C(C)C. The result is 0 (inactive).